Regression. Given two drug SMILES strings and cell line genomic features, predict the synergy score measuring deviation from expected non-interaction effect. From a dataset of NCI-60 drug combinations with 297,098 pairs across 59 cell lines. (1) Drug 1: CN(C)C1=NC(=NC(=N1)N(C)C)N(C)C. Drug 2: C1=CC=C(C=C1)NC(=O)CCCCCCC(=O)NO. Cell line: U251. Synergy scores: CSS=-7.98, Synergy_ZIP=-4.64, Synergy_Bliss=-15.5, Synergy_Loewe=-40.2, Synergy_HSA=-17.7. (2) Drug 1: C1=C(C(=O)NC(=O)N1)F. Drug 2: C1CN1P(=S)(N2CC2)N3CC3. Cell line: MALME-3M. Synergy scores: CSS=37.5, Synergy_ZIP=2.84, Synergy_Bliss=3.56, Synergy_Loewe=6.24, Synergy_HSA=6.71. (3) Drug 1: CCN(CC)CCCC(C)NC1=C2C=C(C=CC2=NC3=C1C=CC(=C3)Cl)OC. Drug 2: C(CN)CNCCSP(=O)(O)O. Cell line: NCI-H460. Synergy scores: CSS=-4.10, Synergy_ZIP=6.86, Synergy_Bliss=7.63, Synergy_Loewe=0.462, Synergy_HSA=0.909. (4) Drug 1: C1=CC(=CC=C1CCCC(=O)O)N(CCCl)CCCl. Drug 2: CCC1(CC2CC(C3=C(CCN(C2)C1)C4=CC=CC=C4N3)(C5=C(C=C6C(=C5)C78CCN9C7C(C=CC9)(C(C(C8N6C=O)(C(=O)OC)O)OC(=O)C)CC)OC)C(=O)OC)O.OS(=O)(=O)O. Cell line: RPMI-8226. Synergy scores: CSS=48.3, Synergy_ZIP=5.55, Synergy_Bliss=7.48, Synergy_Loewe=-6.54, Synergy_HSA=4.32. (5) Drug 1: CC1C(C(=O)NC(C(=O)N2CCCC2C(=O)N(CC(=O)N(C(C(=O)O1)C(C)C)C)C)C(C)C)NC(=O)C3=C4C(=C(C=C3)C)OC5=C(C(=O)C(=C(C5=N4)C(=O)NC6C(OC(=O)C(N(C(=O)CN(C(=O)C7CCCN7C(=O)C(NC6=O)C(C)C)C)C)C(C)C)C)N)C. Drug 2: CC=C1C(=O)NC(C(=O)OC2CC(=O)NC(C(=O)NC(CSSCCC=C2)C(=O)N1)C(C)C)C(C)C. Cell line: IGROV1. Synergy scores: CSS=47.6, Synergy_ZIP=-0.895, Synergy_Bliss=-1.52, Synergy_Loewe=-35.2, Synergy_HSA=-1.43. (6) Drug 1: CC(CN1CC(=O)NC(=O)C1)N2CC(=O)NC(=O)C2. Drug 2: C(CC(=O)O)C(=O)CN.Cl. Cell line: HCT116. Synergy scores: CSS=30.8, Synergy_ZIP=0.889, Synergy_Bliss=1.38, Synergy_Loewe=0.600, Synergy_HSA=2.66. (7) Drug 1: C1=CC(=CC=C1CCC2=CNC3=C2C(=O)NC(=N3)N)C(=O)NC(CCC(=O)O)C(=O)O. Drug 2: C(=O)(N)NO. Cell line: HL-60(TB). Synergy scores: CSS=78.0, Synergy_ZIP=9.79, Synergy_Bliss=9.41, Synergy_Loewe=0.00889, Synergy_HSA=11.3. (8) Drug 1: CC(CN1CC(=O)NC(=O)C1)N2CC(=O)NC(=O)C2. Drug 2: C1CN(P(=O)(OC1)NCCCl)CCCl. Cell line: CCRF-CEM. Synergy scores: CSS=63.0, Synergy_ZIP=-1.30, Synergy_Bliss=-1.74, Synergy_Loewe=-23.7, Synergy_HSA=-0.599. (9) Drug 1: CC1=C(C(=CC=C1)Cl)NC(=O)C2=CN=C(S2)NC3=CC(=NC(=N3)C)N4CCN(CC4)CCO. Drug 2: CS(=O)(=O)CCNCC1=CC=C(O1)C2=CC3=C(C=C2)N=CN=C3NC4=CC(=C(C=C4)OCC5=CC(=CC=C5)F)Cl. Cell line: UO-31. Synergy scores: CSS=25.5, Synergy_ZIP=-2.39, Synergy_Bliss=0.542, Synergy_Loewe=4.67, Synergy_HSA=3.54.